This data is from Full USPTO retrosynthesis dataset with 1.9M reactions from patents (1976-2016). The task is: Predict the reactants needed to synthesize the given product. Given the product [CH:15]([C:12]1[CH:11]=[C:10]([CH2:9][N:6]2[C:7]3[N:8]=[CH:20][NH:1][C:2]=3[C:3](=[O:19])[NH:4][C:5]2=[S:18])[O:14][N:13]=1)([CH3:16])[CH3:17], predict the reactants needed to synthesize it. The reactants are: [NH2:1][C:2]1[C:3](=[O:19])[NH:4][C:5](=[S:18])[N:6]([CH2:9][C:10]2[O:14][N:13]=[C:12]([CH:15]([CH3:17])[CH3:16])[CH:11]=2)[C:7]=1[NH2:8].[C:20](O)(=O)C.C(N)=N.